This data is from NCI-60 drug combinations with 297,098 pairs across 59 cell lines. The task is: Regression. Given two drug SMILES strings and cell line genomic features, predict the synergy score measuring deviation from expected non-interaction effect. Drug 1: C1=NC2=C(N1)C(=S)N=C(N2)N. Drug 2: CCCCC(=O)OCC(=O)C1(CC(C2=C(C1)C(=C3C(=C2O)C(=O)C4=C(C3=O)C=CC=C4OC)O)OC5CC(C(C(O5)C)O)NC(=O)C(F)(F)F)O. Cell line: NCI-H226. Synergy scores: CSS=9.54, Synergy_ZIP=-5.62, Synergy_Bliss=-0.741, Synergy_Loewe=-0.460, Synergy_HSA=-0.467.